Dataset: Forward reaction prediction with 1.9M reactions from USPTO patents (1976-2016). Task: Predict the product of the given reaction. (1) The product is: [CH3:14][O:15][C:16]1[CH:17]=[C:18]([CH:19]([NH:13][C:10]2[CH:11]=[CH:12][C:7]([C:4]3[N:3]=[C:2]([CH3:1])[O:6][N:5]=3)=[CH:8][CH:9]=2)[C:43]#[N:44])[CH:21]=[C:22]([CH:26]([O:28][Si:29]([CH:33]([CH3:35])[CH3:34])([CH:36]([CH3:38])[CH3:37])[CH:30]([CH3:32])[CH3:31])[CH3:27])[C:23]=1[O:24][CH3:25]. Given the reactants [CH3:1][C:2]1[O:6][N:5]=[C:4]([C:7]2[CH:12]=[CH:11][C:10]([NH2:13])=[CH:9][CH:8]=2)[N:3]=1.[CH3:14][O:15][C:16]1[CH:17]=[C:18]([CH:21]=[C:22]([CH:26]([O:28][Si:29]([CH:36]([CH3:38])[CH3:37])([CH:33]([CH3:35])[CH3:34])[CH:30]([CH3:32])[CH3:31])[CH3:27])[C:23]=1[O:24][CH3:25])[CH:19]=O.C[Si]([C:43]#[N:44])(C)C.C(S([O-])(=O)=O)(F)(F)F.C(S([O-])(=O)=O)(F)(F)F.C(S([O-])(=O)=O)(F)(F)F.[Yb+3], predict the reaction product. (2) The product is: [CH3:25][C:6]1[CH:7]=[CH:8][CH:3]=[CH:4][C:5]=1[CH:9]([C:15]1[C:24]2[C:19](=[CH:20][CH:21]=[CH:22][CH:23]=2)[CH:18]=[CH:17][CH:16]=1)[CH:10]([C:13]#[N:14])[C:11]#[N:12]. Given the reactants CO[C:3]1[CH:4]=[C:5]([CH:9]([C:15]2[C:24]3[C:19](=[CH:20][CH:21]=[CH:22][CH:23]=3)[CH:18]=[CH:17][CH:16]=2)[CH:10]([C:13]#[N:14])[C:11]#[N:12])[CH:6]=[CH:7][CH:8]=1.[C:25]1(C)C=CC=CC=1[Mg]Br, predict the reaction product. (3) Given the reactants [Br:1][C:2]1[CH:10]=[C:9]([CH3:11])[CH:8]=[C:7]2[C:3]=1[CH:4]=[N:5][NH:6]2.[CH2:12]1[CH2:17][O:16][CH:15]=[CH:14][CH2:13]1.CC1C=CC(S(O)(=O)=O)=CC=1.O, predict the reaction product. The product is: [Br:1][C:2]1[CH:10]=[C:9]([CH3:11])[CH:8]=[C:7]2[C:3]=1[CH:4]=[N:5][N:6]2[CH:15]1[CH2:14][CH2:13][CH2:12][CH2:17][O:16]1. (4) Given the reactants CC1(C)[O:7][CH2:6][C:5]([NH:26]C(=O)OC(C)(C)C)([CH2:8][N:9]2[C:17]3[C:12](=[CH:13][C:14]([CH2:18][CH2:19][CH2:20][CH2:21][CH2:22][CH2:23][CH2:24][CH3:25])=[CH:15][CH:16]=3)[CH2:11][CH2:10]2)[CH2:4][O:3]1.CC1(C)OCC(NC(=O)OC(C)(C)C)(CNC2C=CC(CCCCCCCC)=CC=2)CO1, predict the reaction product. The product is: [NH2:26][C:5]([CH2:8][N:9]1[C:17]2[C:12](=[CH:13][C:14]([CH2:18][CH2:19][CH2:20][CH2:21][CH2:22][CH2:23][CH2:24][CH3:25])=[CH:15][CH:16]=2)[CH2:11][CH2:10]1)([CH2:6][OH:7])[CH2:4][OH:3]. (5) Given the reactants [CH3:1][N:2]([CH3:20])[CH2:3][CH2:4][NH:5][C:6](=[O:19])[C:7]1[CH:12]=[CH:11][C:10]([NH:13][CH2:14][CH3:15])=[C:9]([N+:16]([O-])=O)[CH:8]=1.C1(C)C=CC(S([O-])(=O)=O)=CC=1.[CH2:32]([N:39]1[C:43](=[O:44])[C:42](=[C:45]2[N:49]([CH3:50])[C:48]3[CH:51]=[CH:52][CH:53]=[CH:54][C:47]=3[S:46]2)[S:41][CH2+:40]1SC)[C:33]1[CH:38]=[CH:37][CH:36]=[CH:35][CH:34]=1, predict the reaction product. The product is: [CH2:32]([N:39]1[C:43](=[O:44])[C:42](=[C:45]2[N:49]([CH3:50])[C:48]3[CH:51]=[CH:52][CH:53]=[CH:54][C:47]=3[S:46]2)[S:41][C:40]1=[N:16][C:9]1[CH:8]=[C:7]([CH:12]=[CH:11][C:10]=1[NH:13][CH2:14][CH3:15])[C:6]([NH:5][CH2:4][CH2:3][N:2]([CH3:20])[CH3:1])=[O:19])[C:33]1[CH:34]=[CH:35][CH:36]=[CH:37][CH:38]=1. (6) Given the reactants Cl[C:2]1[CH:7]=[C:6]([N+:8]([O-:10])=[O:9])[CH:5]=[CH:4][N+:3]=1[O-:11].C[Si](C)(C)[N:14]1[CH:18]=[N:17][CH:16]=[N:15]1.C(=O)([O-])[O-].[K+].[K+], predict the reaction product. The product is: [N+:8]([C:6]1[CH:5]=[CH:4][N+:3]([O-:11])=[C:2]([N:14]2[CH:18]=[N:17][CH:16]=[N:15]2)[CH:7]=1)([O-:10])=[O:9]. (7) Given the reactants [NH:1]1[CH:5]=[C:4]([C:6]2[CH:26]=[CH:25][CH:24]=[CH:23][C:7]=2[O:8][CH2:9][C:10]([C:12]2[CH:22]=[CH:21][CH:20]=[CH:19][C:13]=2[C:14]([O:16]CC)=[O:15])=[O:11])[N:3]=[CH:2]1.O[Li].O.Cl.N, predict the reaction product. The product is: [NH:1]1[CH:5]=[C:4]([C:6]2[CH:26]=[CH:25][CH:24]=[CH:23][C:7]=2[O:8][CH2:9][C:10]([C:12]2[CH:22]=[CH:21][CH:20]=[CH:19][C:13]=2[C:14]([OH:16])=[O:15])=[O:11])[N:3]=[CH:2]1. (8) Given the reactants FC(F)(F)S(O[C:7]1[CH:12]=[CH:11][C:10]([C:13]2[CH:17]=[C:16]([C:18]([NH:20][CH2:21][CH2:22][N:23]3[CH2:28][CH2:27][O:26][CH2:25][CH2:24]3)=[O:19])[S:15][CH:14]=2)=[CH:9][CH:8]=1)(=O)=O.[N:31]1[CH:36]=[CH:35][CH:34]=[C:33](B(O)O)[CH:32]=1.C(C1C=CC(B(O)O)=CC=1)(C)C, predict the reaction product. The product is: [N:31]1[CH:36]=[CH:35][CH:34]=[C:33]([C:7]2[CH:12]=[CH:11][C:10]([C:13]3[CH:17]=[C:16]([C:18]([NH:20][CH2:21][CH2:22][N:23]4[CH2:28][CH2:27][O:26][CH2:25][CH2:24]4)=[O:19])[S:15][CH:14]=3)=[CH:9][CH:8]=2)[CH:32]=1.